From a dataset of Reaction yield outcomes from USPTO patents with 853,638 reactions. Predict the reaction yield, written as a fraction of the theoretical maximum amount of product (1.0 means a 100% yield; for example, 0.34 means a 34% yield). (1) The reactants are [C:1]1([CH:7]([C:30]2[CH:35]=[CH:34][CH:33]=[CH:32][CH:31]=2)[N:8]2[C:16]3[C:11](=[CH:12][CH:13]=[CH:14][CH:15]=3)[C:10](O)([C:17]3[CH:18]=[C:19]4[C:24](=[CH:25][C:26]=3[OH:27])[N:23]=[CH:22][CH:21]=[N:20]4)[C:9]2=[O:29])[CH:6]=[CH:5][CH:4]=[CH:3][CH:2]=1. The catalyst is [Zn].S(Cl)(Cl)=O. The product is [C:30]1([CH:7]([C:1]2[CH:2]=[CH:3][CH:4]=[CH:5][CH:6]=2)[N:8]2[C:16]3[C:11](=[CH:12][CH:13]=[CH:14][CH:15]=3)[CH:10]([C:17]3[CH:18]=[C:19]4[C:24](=[CH:25][C:26]=3[OH:27])[N:23]=[CH:22][CH:21]=[N:20]4)[C:9]2=[O:29])[CH:31]=[CH:32][CH:33]=[CH:34][CH:35]=1. The yield is 0.830. (2) The reactants are C(Cl)(=O)C(Cl)=O.CS(C)=O.[CH2:11]([O:18][CH:19]([CH2:22]O)[CH2:20]O)[C:12]1[CH:17]=[CH:16][CH:15]=[CH:14][CH:13]=1.C(N(CC)CC)C.Cl.[NH2:32][C:33]1[NH:37][N:36]=[CH:35][C:34]=1[C:38]([OH:40])=[O:39]. The catalyst is ClCCl. The product is [CH2:11]([O:18][C:19]1[CH:20]=[N:32][C:33]2[N:37]([N:36]=[CH:35][C:34]=2[C:38]([OH:40])=[O:39])[CH:22]=1)[C:12]1[CH:13]=[CH:14][CH:15]=[CH:16][CH:17]=1. The yield is 0.0900. (3) The reactants are [O:1]1[C:6]2=[CH:7][N:8]=[C:9]([CH2:11][OH:12])[CH:10]=[C:5]2[CH2:4][CH2:3][CH2:2]1. The catalyst is [O-2].[Mn+2]. The product is [O:1]1[C:6]2=[CH:7][N:8]=[C:9]([CH:11]=[O:12])[CH:10]=[C:5]2[CH2:4][CH2:3][CH2:2]1. The yield is 0.600. (4) The reactants are [CH2:1]([O:3][C:4]1[CH:9]=[CH:8][CH:7]=[C:6]([CH2:10][C:11]([CH3:13])=[CH2:12])[C:5]=1[OH:14])[CH3:2].[OH-].[Na+]. The catalyst is C1(C)C=CC=CC=1. The product is [CH2:1]([O:3][C:4]1[C:5]2[O:14][C:11]([CH3:13])([CH3:12])[CH2:10][C:6]=2[CH:7]=[CH:8][CH:9]=1)[CH3:2]. The yield is 0.530. (5) The reactants are [Cl:1][C:2]1[N:3]=[C:4]([N:13]2[CH2:18][CH2:17][O:16][CH2:15][CH2:14]2)[C:5]2[S:10][C:9]([CH:11]=O)=[CH:8][C:6]=2[N:7]=1.[NH:19]1[CH2:22][CH:21]([N:23]2[CH2:28][CH2:27][CH:26]([OH:29])[CH2:25][CH2:24]2)[CH2:20]1.C(O[BH-](OC(=O)C)OC(=O)C)(=O)C.[Na+]. The catalyst is ClCCCl. The product is [Cl:1][C:2]1[N:3]=[C:4]([N:13]2[CH2:18][CH2:17][O:16][CH2:15][CH2:14]2)[C:5]2[S:10][C:9]([CH2:11][N:19]3[CH2:22][CH:21]([N:23]4[CH2:28][CH2:27][CH:26]([OH:29])[CH2:25][CH2:24]4)[CH2:20]3)=[CH:8][C:6]=2[N:7]=1. The yield is 0.750. (6) The reactants are [N:1]1[CH:6]=[CH:5][C:4]([CH2:7][CH2:8][CH2:9][CH2:10][N:11]2[CH2:18][CH:17]3[O:19][CH:13]([CH2:14][NH:15][CH2:16]3)[CH2:12]2)=[CH:3][CH:2]=1.Br[CH2:21][CH2:22][NH:23][C:24](=[O:30])[O:25][C:26]([CH3:29])([CH3:28])[CH3:27].C([O-])([O-])=O.[K+].[K+]. The catalyst is CC#N. The product is [N:1]1[CH:6]=[CH:5][C:4]([CH2:7][CH2:8][CH2:9][CH2:10][N:11]2[CH2:18][CH:17]3[O:19][CH:13]([CH2:14][N:15]([CH2:21][CH2:22][NH:23][C:24](=[O:30])[O:25][C:26]([CH3:29])([CH3:28])[CH3:27])[CH2:16]3)[CH2:12]2)=[CH:3][CH:2]=1. The yield is 0.510. (7) The reactants are C(Cl)Cl.[NH2:4][C:5]1[C:10]2=[C:11]([C:20]3[CH:25]=[CH:24][C:23]([NH:26][C:27]([NH:29][C:30]4[CH:35]=[C:34]([C:36]([F:39])([F:38])[F:37])[CH:33]=[CH:32][C:31]=4[F:40])=[O:28])=[C:22]([F:41])[CH:21]=3)[CH:12]=[C:13]([CH:14]3[CH2:19][CH2:18][NH:17][CH2:16][CH2:15]3)[N:9]2[N:8]=[CH:7][N:6]=1.[CH3:42][N:43]=[C:44]=[O:45]. The catalyst is C1COCC1. The product is [NH2:4][C:5]1[C:10]2=[C:11]([C:20]3[CH:25]=[CH:24][C:23]([NH:26][C:27](=[O:28])[NH:29][C:30]4[CH:35]=[C:34]([C:36]([F:39])([F:37])[F:38])[CH:33]=[CH:32][C:31]=4[F:40])=[C:22]([F:41])[CH:21]=3)[CH:12]=[C:13]([CH:14]3[CH2:19][CH2:18][N:17]([C:44]([NH:43][CH3:42])=[O:45])[CH2:16][CH2:15]3)[N:9]2[N:8]=[CH:7][N:6]=1. The yield is 0.602.